This data is from Forward reaction prediction with 1.9M reactions from USPTO patents (1976-2016). The task is: Predict the product of the given reaction. (1) Given the reactants [CH2:1]([O:8][C:9]1[CH:10]=[C:11]2[C:16](=[CH:17][CH:18]=1)[CH:15]([C:19]1[CH:24]=[CH:23][C:22]([O:25][CH2:26][CH2:27][N:28]3[CH2:32][CH2:31][CH2:30][CH2:29]3)=[CH:21][CH:20]=1)[NH:14][CH2:13][CH2:12]2)[C:2]1[CH:7]=[CH:6][CH:5]=[CH:4][CH:3]=1.CCN(CC)CC.[CH3:40][C:41]([CH3:46])([CH3:45])[C:42](Cl)=[O:43], predict the reaction product. The product is: [CH2:1]([O:8][C:9]1[CH:10]=[C:11]2[C:16](=[CH:17][CH:18]=1)[CH:15]([C:19]1[CH:24]=[CH:23][C:22]([O:25][CH2:26][CH2:27][N:28]3[CH2:32][CH2:31][CH2:30][CH2:29]3)=[CH:21][CH:20]=1)[N:14]([C:42](=[O:43])[C:41]([CH3:46])([CH3:45])[CH3:40])[CH2:13][CH2:12]2)[C:2]1[CH:3]=[CH:4][CH:5]=[CH:6][CH:7]=1. (2) Given the reactants [Br:1][C:2]1[C:19]([CH3:20])=[C:18]([N+:21]([O-:23])=[O:22])[CH:17]=[C:16]([Br:24])[C:3]=1[O:4][C:5]1[CH:10]=[CH:9][C:8]([O:11]C)=[C:7]([CH:13]([CH3:15])[CH3:14])[CH:6]=1, predict the reaction product. The product is: [Br:1][C:2]1[C:19]([CH3:20])=[C:18]([N+:21]([O-:23])=[O:22])[CH:17]=[C:16]([Br:24])[C:3]=1[O:4][C:5]1[CH:10]=[CH:9][C:8]([OH:11])=[C:7]([CH:13]([CH3:15])[CH3:14])[CH:6]=1. (3) Given the reactants [C:1]([O:5][C:6]([NH:8][C:9]1([C:19]([OH:21])=[O:20])[CH2:18][CH2:17][C:16]2[C:11](=[CH:12][CH:13]=[CH:14][CH:15]=2)[CH2:10]1)=[O:7])([CH3:4])([CH3:3])[CH3:2].CI.[H-].[Na+].[C:26](OCC)(=O)C, predict the reaction product. The product is: [C:1]([O:5][C:6]([N:8]([CH3:26])[C:9]1([C:19]([OH:21])=[O:20])[CH2:18][CH2:17][C:16]2[C:11](=[CH:12][CH:13]=[CH:14][CH:15]=2)[CH2:10]1)=[O:7])([CH3:4])([CH3:2])[CH3:3]. (4) Given the reactants [Cl:1][C:2]1[C:6]([NH2:7])=[CH:5][N:4]([C:8]2[CH:9]=[N:10][CH:11]=[CH:12][CH:13]=2)[N:3]=1.C(OCC)(=O)C.C(=O)(O)[O-].[Na+].[Cl:25][CH2:26][CH2:27][C:28](Cl)=[O:29], predict the reaction product. The product is: [Cl:25][CH2:26][CH2:27][C:28]([NH:7][C:6]1[C:2]([Cl:1])=[N:3][N:4]([C:8]2[CH:9]=[N:10][CH:11]=[CH:12][CH:13]=2)[CH:5]=1)=[O:29]. (5) Given the reactants [Cl:1][C:2]1[CH:7]=[CH:6][C:5]([C:8]#[C:9][CH2:10][C:11]2([S:18]([C:21]3[CH:26]=[CH:25][C:24]([O:27][CH3:28])=[CH:23][CH:22]=3)(=[O:20])=[O:19])[S:15][C:14](=[O:16])[NH:13][C:12]2=[O:17])=[CH:4][CH:3]=1, predict the reaction product. The product is: [Cl:1][C:2]1[CH:7]=[CH:6][C:5]([CH2:8][CH2:9][CH2:10][C:11]2([S:18]([C:21]3[CH:22]=[CH:23][C:24]([O:27][CH3:28])=[CH:25][CH:26]=3)(=[O:20])=[O:19])[S:15][C:14](=[O:16])[NH:13][C:12]2=[O:17])=[CH:4][CH:3]=1.